Dataset: Experimentally validated miRNA-target interactions with 360,000+ pairs, plus equal number of negative samples. Task: Binary Classification. Given a miRNA mature sequence and a target amino acid sequence, predict their likelihood of interaction. (1) The miRNA is mmu-miR-301b-3p with sequence CAGUGCAAUGGUAUUGUCAAAGC. The protein sequence of the target gene is MDETSPLVSPERAQPPEYTFPSGSGAHFPQVPGGAVRVAAAAGSGPSPPCSPGHDRERQPLLDRARGAAAQGQTHTVAVQAQALAAQAAVAAHAVQTHRERNDFPEDPEFEVVVRQAEVAIECSIYPERIYQGSSGSYFVKDSQGRIVAVFKPKNEEPYGHLNPKWTKWLQKLCCPCCFGRDCLVLNQGYLSEAGASLVDQKLELNIVPRTKVVYLASETFNYSAIDRVKSRGKRLALEKVPKVGQRFNRIGLPPKVGSFQLFVEGYKDADYWLRRFEAEPLPENTNRQLLLQFERLVVL.... Result: 1 (interaction). (2) The miRNA is hsa-miR-892a with sequence CACUGUGUCCUUUCUGCGUAG. The protein sequence of the target gene is MRGPGVGSGFSGERGLLEQEAGADTEAVELLPFLVLGARADLQAAAAQHVLALTGAGSGRTLLAGQPELLRALVDLAVAPAPAPSRDASRALVNLAADPNVHWQLLAADPELPARLLRCVLDPQWPWAEEAAAVLANLSREPAPCAALMEKLMAAEPERLGLERLVNALCTPSYNAAAPLHYLGPLLSNLSQQAEVRAFLLDPDRCVVQRLLPLTQYTDSSVRRGGVVGTLRNCCFEHRHHKWLLGAQVDILPFLLLPLAGPEEFSEEEMDQLPVDLQYLSPDKQREPDADIRKMLIEAV.... Result: 0 (no interaction). (3) The protein sequence of the target gene is MNIRGAPDLGQPSDDPNSGGERERIRQRMKMVIGQLEGILRELKEVAKELREVVSQIDKLTSDFDFELEPDDWTTATVSSTSSSDKAGVGGPFDLGHLDFMTADILSDSWEFCSFLDVSTPSDSVDGPEAPRPGTGPDYQLMNGGLPIPNGPRVETPDSSSEEAFSAGPAKGQVPQRTPGTRERVRFSDKVLYHALCCDDEEGDGEEGEEEEEGDLAPELPRVEPHTGPLKPSPAPYKTKRSPLTTRRLGPTLAPEQTRRVTRNSSTQTVSDKSTQTVLPYTATKQKAKGKN. Result: 0 (no interaction). The miRNA is mmu-miR-1193-5p with sequence UGGUAGACCGGUGACGUACA. (4) The miRNA is hsa-miR-6890-3p with sequence CCACUGCCUAUGCCCCACAG. The protein sequence of the target gene is MAELPGPFLCGALLGFLCLSGLAVEVKVPTEPLSTPLGKTAELTCTYSTSVGDSFALEWSFVQPGKPISESHPILYFTNGHLYPTGSKSKRVSLLQNPPTVGVATLKLTDVHPSDTGTYLCQVNNPPDFYTNGLGLINLTVLVPPSNPLCSQSGQTSVGGSTALRCSSSEGAPKPVYNWVRLGTFPTPSPGSMVQDEVSGQLILTNLSLTSSGTYRCVATNQMGSASCELTLSVTEPSQGRVAGALIGVLLGVLLLSVAAFCLVRFQKERGKKPKETYGGSDLREDAIAPGISEHTCMRA.... Result: 1 (interaction). (5) The protein sequence of the target gene is MWGLLIWTLLALHQIRAARAQDDVSPYFKTEPVRTQVHLEGNRLVLTCMAEGSWPLEFKWLHNNRELTKFSLEYRYMITSLDRTHAGFYRCIVRNRMGALLQRQTEVQVAYMGSFEEGEKHQSVSHGEAAVIRAPRIASFPQPQVTWFRDGRKIPPSSRIAITLENTLVILSTVAPDAGRYYVQAVNDKNGDNKTSQPITLTVENVGGPADPIAPTIIIPPKNTSVVAGTSEVTLECVANARPLIKLHIIWKKDGVLLSGGISDHNRRLTIPNPTGSDAGYYECEAVLRSSSVPSVVRGA.... Result: 1 (interaction). The miRNA is hsa-miR-511-3p with sequence AAUGUGUAGCAAAAGACAGA.